From a dataset of Reaction yield outcomes from USPTO patents with 853,638 reactions. Predict the reaction yield, written as a fraction of the theoretical maximum amount of product (1.0 means a 100% yield; for example, 0.34 means a 34% yield). (1) The reactants are [F:1][C:2]([P:8]([C:12]([F:18])([F:17])[C:13]([F:16])([F:15])[F:14])(=[O:11])[O:9]C)([F:7])[C:3]([F:6])([F:5])[F:4].[CH3:19][N:20]1[CH2:24][CH2:23][CH2:22][CH2:21]1. The catalyst is CCCCCC. The product is [F:7][C:2]([P:8]([C:12]([F:17])([F:18])[C:13]([F:16])([F:15])[F:14])(=[O:9])[O-:11])([F:1])[C:3]([F:6])([F:5])[F:4].[CH3:19][N+:20]1([CH3:2])[CH2:24][CH2:23][CH2:22][CH2:21]1. The yield is 0.680. (2) The reactants are [Br:1][C:2]1[CH:7]=[CH:6][CH:5]=[CH:4][C:3]=1[C:8](=O)[CH3:9].[NH2:11][OH:12].O. The catalyst is C(O)(=O)C.O1CCOCC1.C(Cl)(Cl)Cl.C(O)(C)C. The product is [Br:1][C:2]1[CH:7]=[CH:6][CH:5]=[CH:4][C:3]=1[C:8](=[N:11][OH:12])[CH3:9]. The yield is 0.830. (3) The reactants are [CH3:1][O:2][C:3]1[CH:27]=[CH:26][C:6]([CH2:7][N:8]2[CH:17]=[C:16]3[C:10]([N:11]([CH2:19][C:20]4[CH:25]=[CH:24][CH:23]=[CH:22][N:21]=4)[CH2:12][CH2:13][CH2:14][C:15]3=O)=[N:9]2)=[CH:5][CH:4]=1.[F:28][C:29]1[CH:30]=[N:31][C:32]([NH:35][C:36]([NH2:38])=[S:37])=[N:33][CH:34]=1.II. The catalyst is N1C=CC=CC=1. The product is [F:28][C:29]1[CH:30]=[N:31][C:32]([NH:35][C:36]2[S:37][C:14]3[CH2:13][CH2:12][N:11]([CH2:19][C:20]4[CH:25]=[CH:24][CH:23]=[CH:22][N:21]=4)[C:10]4=[N:9][N:8]([CH2:7][C:6]5[CH:26]=[CH:27][C:3]([O:2][CH3:1])=[CH:4][CH:5]=5)[CH:17]=[C:16]4[C:15]=3[N:38]=2)=[N:33][CH:34]=1. The yield is 0.250. (4) The reactants are I[C:2]1[C:10]2[C:5](=[N:6][CH:7]=[N:8][C:9]=2[NH2:11])[N:4]([C@H:12]2[CH2:17][CH2:16][C@@H:15]([N:18]3[CH2:23][CH2:22][N:21]([CH3:24])[CH2:20][CH2:19]3)[CH2:14][CH2:13]2)[N:3]=1.[F:25][C:26]1[CH:31]=[C:30](B2OC(C)(C)C(C)(C)O2)[CH:29]=[CH:28][C:27]=1[NH:41][C:42]1[O:43][C:44]2[CH:50]=[CH:49][CH:48]=[CH:47][C:45]=2[N:46]=1.O.C(=O)([O-])[O-].[Na+].[Na+]. The catalyst is COCCOC.O.[Pd].C1(P(C2C=CC=CC=2)C2C=CC=CC=2)C=CC=CC=1.C1(P(C2C=CC=CC=2)C2C=CC=CC=2)C=CC=CC=1.C1(P(C2C=CC=CC=2)C2C=CC=CC=2)C=CC=CC=1.C1(P(C2C=CC=CC=2)C2C=CC=CC=2)C=CC=CC=1. The product is [NH2:11][C:9]1[N:8]=[CH:7][N:6]=[C:5]2[N:4]([C@H:12]3[CH2:17][CH2:16][C@@H:15]([N:18]4[CH2:23][CH2:22][N:21]([CH3:24])[CH2:20][CH2:19]4)[CH2:14][CH2:13]3)[N:3]=[C:2]([C:30]3[CH:29]=[CH:28][C:27]([NH:41][C:42]4[O:43][C:44]5[CH:50]=[CH:49][CH:48]=[CH:47][C:45]=5[N:46]=4)=[C:26]([F:25])[CH:31]=3)[C:10]=12. The yield is 0.250. (5) The reactants are [C:1]([O:7][CH2:8][CH3:9])(=[O:6])[CH2:2][C:3]([CH3:5])=O.[Cl:10][C:11]1[CH:12]=[C:13]([CH:16]=[C:17]([Cl:19])[CH:18]=1)[CH:14]=O.[NH4+:20].[OH-:21]. The catalyst is CCO.C(Cl)Cl. The product is [Cl:10][C:11]1[CH:12]=[C:13]([CH:14]2[C:2]([C:1]([O:7][CH2:8][CH3:9])=[O:6])=[C:3]([CH3:5])[NH:20][C:3]([CH3:5])=[C:2]2[C:1]([O:7][CH2:8][CH3:9])=[O:21])[CH:16]=[C:17]([Cl:19])[CH:18]=1. The yield is 0.280. (6) The catalyst is C(Cl)Cl. The product is [C:1]12([NH:11][C:12]([NH:20][CH2:19][C:15]3[S:14][CH:18]=[CH:17][CH:16]=3)=[O:13])[CH2:10][CH:5]3[CH2:6][CH:7]([CH2:9][CH:3]([CH2:4]3)[CH2:2]1)[CH2:8]2. The reactants are [C:1]12([N:11]=[C:12]=[O:13])[CH2:10][CH:5]3[CH2:6][CH:7]([CH2:9][CH:3]([CH2:4]3)[CH2:2]1)[CH2:8]2.[S:14]1[CH:18]=[CH:17][CH:16]=[C:15]1[CH2:19][NH2:20]. The yield is 0.450.